Task: Binary Classification. Given a drug SMILES string, predict its activity (active/inactive) in a high-throughput screening assay against a specified biological target.. Dataset: Orexin1 receptor HTS with 218,158 compounds and 233 confirmed actives (1) The compound is O=C1CC(CC(=O)/C1=C(/Nc1c(O)cccc1)CC)c1ccccc1. The result is 0 (inactive). (2) The molecule is O(C(=O)c1c(OC)cccc1OC)CC(=O)/C(=C(\N)C)C#N. The result is 0 (inactive). (3) The compound is O=C1C(C(NC(C1)c1ccccc1)c1ccccc1)C(C)C. The result is 0 (inactive). (4) The molecule is S(c1n(c2c(n1)cccc2)CCC(O)=O)CCOc1ccccc1. The result is 1 (active). (5) The molecule is S(C(C(=O)Nc1ccc(Oc2ccccc2)cc1)C)c1n(nnn1)C. The result is 0 (inactive). (6) The compound is O(c1c(Nc2nc3c(c(c2)C(=O)NCc2ncccc2)cccc3)ccc(OC)c1)C. The result is 0 (inactive). (7) The compound is Clc1c(COc2c(C(=O)N3CC(OC(C3)C)C)cccc2)cccc1. The result is 0 (inactive). (8) The result is 0 (inactive). The compound is O=C1N(C(=O)C2C1C(NC2CN(CC)C(=O)Nc1ccc(OC)cc1)(C)C(OC)=O)Cc1ccccc1. (9) The compound is O=C(N1CCN(CC1)c1ccc(OC)cc1)c1cc(NC(=O)c2occc2)ccc1. The result is 0 (inactive). (10) The drug is S(=O)(=O)(Nc1sccn1)c1ccc(NC(=O)C2CN(C(=O)C2)c2ccccc2)cc1. The result is 0 (inactive).